This data is from Forward reaction prediction with 1.9M reactions from USPTO patents (1976-2016). The task is: Predict the product of the given reaction. (1) Given the reactants [F:1][C:2]1[CH:3]=[C:4]([S:8]([NH:11][C@H:12]([CH2:16][C:17]2[CH:22]=[CH:21][C:20]([OH:23])=[CH:19][CH:18]=2)[C:13]([OH:15])=[O:14])(=[O:10])=[O:9])[CH:5]=[CH:6][CH:7]=1.C(OC(=O)[C@H](CC1C=CC(O)=CC=1)N)(C)(C)C, predict the reaction product. The product is: [F:1][C:2]1[CH:3]=[C:4]([S:8]([NH:11][C@@H:12]([CH2:16][C:17]2[CH:18]=[CH:19][C:20]([OH:23])=[CH:21][CH:22]=2)[C:13]([OH:15])=[O:14])(=[O:9])=[O:10])[CH:5]=[CH:6][CH:7]=1. (2) Given the reactants Br[C:2]1[CH:3]=[CH:4][C:5]([F:16])=[C:6]([C:8]2[N:15]=[CH:14][CH:13]=[CH:12][C:9]=2[C:10]#[N:11])[CH:7]=1.C([Sn](CCCC)(CCCC)[C:22]1[N:26]2[CH:27]=[CH:28][C:29]([C:31]([F:34])([F:33])[F:32])=[N:30][C:25]2=[N:24][CH:23]=1)CCC, predict the reaction product. The product is: [F:16][C:5]1[CH:4]=[CH:3][C:2]([C:22]2[N:26]3[CH:27]=[CH:28][C:29]([C:31]([F:32])([F:33])[F:34])=[N:30][C:25]3=[N:24][CH:23]=2)=[CH:7][C:6]=1[C:8]1[N:15]=[CH:14][CH:13]=[CH:12][C:9]=1[C:10]#[N:11]. (3) Given the reactants [CH2:1]1[C@H:13]2[C@H:4]([N:5]([CH2:14][CH2:15][NH2:16])[C:6]3[CH:7]=[CH:8][CH:9]=[CH:10][C:11]=3[CH2:12]2)[CH2:3][CH2:2]1.C=O.[C:19](O)(C(F)(F)F)=O, predict the reaction product. The product is: [CH2:14]1[N:5]2[C:6]3[C:11]([CH2:12][C@@H:13]4[CH2:1][CH2:2][CH2:3][C@H:4]42)=[CH:10][CH:9]=[CH:8][C:7]=3[CH2:19][NH:16][CH2:15]1.